From a dataset of CYP1A2 inhibition data for predicting drug metabolism from PubChem BioAssay. Regression/Classification. Given a drug SMILES string, predict its absorption, distribution, metabolism, or excretion properties. Task type varies by dataset: regression for continuous measurements (e.g., permeability, clearance, half-life) or binary classification for categorical outcomes (e.g., BBB penetration, CYP inhibition). Dataset: cyp1a2_veith. (1) The molecule is CCOC(=O)CSc1nc(-c2ccccc2)nc2ccccc12. The result is 1 (inhibitor). (2) The molecule is Cc1ccc(S(=O)(=O)NC(=O)CSc2nc3ccccc3s2)cc1. The result is 0 (non-inhibitor). (3) The molecule is Cc1nn(CCOc2ccccc2)c(=O)n1-c1ccc(F)cc1. The result is 0 (non-inhibitor). (4) The drug is COCCCN1CCN(c2nnc3n2-c2sc(Br)cc2C(c2ccccc2Cl)=NC3)CC1.CS(=O)(=O)O. The result is 0 (non-inhibitor).